This data is from Catalyst prediction with 721,799 reactions and 888 catalyst types from USPTO. The task is: Predict which catalyst facilitates the given reaction. Reactant: [CH:1]1([NH:4][CH2:5][CH2:6][OH:7])[CH2:3][CH2:2]1.C(N(CC)CC)C.[Cl:15][C:16]1[CH:21]=[CH:20][CH:19]=[C:18]([CH3:22])[C:17]=1[S:23](Cl)(=[O:25])=[O:24]. Product: [Cl:15][C:16]1[CH:21]=[CH:20][CH:19]=[C:18]([CH3:22])[C:17]=1[S:23]([N:4]([CH:1]1[CH2:3][CH2:2]1)[CH2:5][CH2:6][OH:7])(=[O:24])=[O:25]. The catalyst class is: 4.